Task: Predict the reaction yield, written as a fraction of the theoretical maximum amount of product (1.0 means a 100% yield; for example, 0.34 means a 34% yield).. Dataset: Reaction yield outcomes from USPTO patents with 853,638 reactions (1) The reactants are [CH3:1][C:2]1[C:7]([OH:8])=[CH:6][CH:5]=[CH:4][N:3]=1.[H-].[Na+].Br[C:12]1[CH:13]=[C:14]([N+]([O-])=O)[C:15]([C:18]#[N:19])=[N:16][CH:17]=1.[N:23]1[CH:28]=[CH:27][CH:26]=[CH:25][C:24]=1[SH:29]. The catalyst is CN(C=O)C. The product is [CH3:1][C:2]1[C:7]([O:8][C:14]2[C:15]([C:18]#[N:19])=[N:16][CH:17]=[C:12]([S:29][C:24]3[CH:25]=[CH:26][CH:27]=[CH:28][N:23]=3)[CH:13]=2)=[CH:6][CH:5]=[CH:4][N:3]=1. The yield is 0.850. (2) The reactants are [OH:1][CH2:2][CH2:3][CH2:4][CH2:5][CH2:6][CH2:7][CH2:8][C:9]1[CH:15]=[CH:14][C:12]([NH2:13])=[CH:11][CH:10]=1.CCN(CC)CC.Cl[C:24]1[C:25]2[C:30]([N:31]=[C:32]3[C:37]=1[CH:36]=[CH:35][CH:34]=[CH:33]3)=[CH:29][CH:28]=[CH:27][CH:26]=2. The catalyst is CO. The product is [CH:26]1[C:25]2[C:30](=[N:31][C:32]3[C:37]([C:24]=2[NH:13][C:12]2[CH:11]=[CH:10][C:9]([CH2:8][CH2:7][CH2:6][CH2:5][CH2:4][CH2:3][CH2:2][OH:1])=[CH:15][CH:14]=2)=[CH:36][CH:35]=[CH:34][CH:33]=3)[CH:29]=[CH:28][CH:27]=1. The yield is 0.910. (3) The reactants are [CH2:1]([O:8][C:9]1[CH:14]=[CH:13][C:12]([CH:15]([C:21]([CH3:23])=O)[C:16]([O:18]CC)=O)=[CH:11][CH:10]=1)[C:2]1[CH:7]=[CH:6][CH:5]=[CH:4][CH:3]=1.[N:24]1[C:28]2[CH:29]=[CH:30][CH:31]=[CH:32][C:27]=2[NH:26][C:25]=1[CH2:33][C:34]#[N:35].C([O-])(=O)C.[NH4+]. No catalyst specified. The product is [CH2:1]([O:8][C:9]1[CH:10]=[CH:11][C:12]([C:15]2[C:16](=[O:18])[N:24]3[C:25]([NH:26][C:27]4[CH:32]=[CH:31][CH:30]=[CH:29][C:28]=43)=[C:33]([C:34]#[N:35])[C:21]=2[CH3:23])=[CH:13][CH:14]=1)[C:2]1[CH:3]=[CH:4][CH:5]=[CH:6][CH:7]=1. The yield is 0.750. (4) The reactants are [F:1][C:2]([F:21])([F:20])[C:3]1[C:11]([C:12]#[N:13])=[CH:10][CH:9]=[C:8]2[C:4]=1[CH:5]=[C:6]([CH2:14][CH2:15][C:16]([F:19])([F:18])[F:17])[NH:7]2.C([O-])([O-])=O.[Cs+].[Cs+].Br[CH2:29][C:30]([NH2:32])=[O:31]. The catalyst is C(#N)C. The product is [C:12]([C:11]1[C:3]([C:2]([F:1])([F:20])[F:21])=[C:4]2[C:8](=[CH:9][CH:10]=1)[N:7]([CH2:29][C:30]([NH2:32])=[O:31])[C:6]([CH2:14][CH2:15][C:16]([F:19])([F:18])[F:17])=[CH:5]2)#[N:13]. The yield is 0.510.